From a dataset of Catalyst prediction with 721,799 reactions and 888 catalyst types from USPTO. Predict which catalyst facilitates the given reaction. (1) Reactant: [F:1][C:2]1[CH:7]=[C:6]([F:8])[CH:5]=[CH:4][C:3]=1[NH:9][C:10]1[CH:15]=[CH:14][C:13]([C:16]([C:18]2[CH:23]=[C:22]([OH:24])[CH:21]=[CH:20][C:19]=2[CH3:25])=[O:17])=[C:12]([N+:26]([O-:28])=[O:27])[CH:11]=1.Cl[CH2:30][CH2:31][CH2:32][OH:33].C([O-])([O-])=O.[K+].[K+].[Na+].[I-]. Product: [F:1][C:2]1[CH:7]=[C:6]([F:8])[CH:5]=[CH:4][C:3]=1[NH:9][C:10]1[CH:15]=[CH:14][C:13]([C:16]([C:18]2[CH:23]=[C:22]([O:24][CH2:30][CH2:31][CH2:32][OH:33])[CH:21]=[CH:20][C:19]=2[CH3:25])=[O:17])=[C:12]([N+:26]([O-:28])=[O:27])[CH:11]=1. The catalyst class is: 10. (2) Reactant: SCCCCCCCCCCCOCCOCCOCCOC1C=CC(OCC(NCCOCCOCCN[C:41](=[O:55])[CH2:42][CH2:43][CH2:44][CH2:45][CH:46]2[CH:53]3[CH:49]([NH:50][C:51](=[O:54])[NH:52]3)[CH2:48][S:47]2)=O)=CC=1.SCCCCCCCCCCC[O:70]CCOCCOCCO. Product: [OH:70][C:41]([CH2:42][CH2:43][CH2:44][CH2:45][C@H:46]1[C@@H:53]2[C@@H:49]([NH:50][C:51]([NH:52]2)=[O:54])[CH2:48][S:47]1)=[O:55]. The catalyst class is: 8. (3) Reactant: [C:1]([O:5][C:6](=[O:21])[CH2:7][O:8][CH2:9][CH2:10][O:11][CH2:12][CH2:13][O:14][CH2:15][CH2:16][O:17][CH2:18][CH2:19][NH2:20])([CH3:4])([CH3:3])[CH3:2].[C:22](Cl)(Cl)=[O:23].C(N(CC)CC)C. Product: [C:1]([O:5][C:6](=[O:21])[CH2:7][O:8][CH2:9][CH2:10][O:11][CH2:12][CH2:13][O:14][CH2:15][CH2:16][O:17][CH2:18][CH2:19][N:20]=[C:22]=[O:23])([CH3:4])([CH3:2])[CH3:3]. The catalyst class is: 4. (4) Reactant: C[O:2][C:3](=[O:13])[CH2:4][O:5][C:6]1[CH:11]=[CH:10][C:9]([OH:12])=[CH:8][CH:7]=1.Cl. Product: [OH:12][C:9]1[CH:8]=[CH:7][C:6]([O:5][CH2:4][C:3]([OH:13])=[O:2])=[CH:11][CH:10]=1. The catalyst class is: 74. (5) Reactant: C(O[C:6]([N:8]1[CH2:17][C:16]2[N:12]([N:13]=[N:14][C:15]=2[C:18]2[CH:23]=[CH:22][C:21]([F:24])=[CH:20][CH:19]=2)[C:11]2[CH:25]=[CH:26][CH:27]=[CH:28][C:10]=2[CH2:9]1)=[O:7])(C)(C)C.FC(F)(F)C(O)=O.[C:36]([O:40][C:41]([NH:43][C@H:44]([CH2:49][C:50]1[CH:55]=[C:54]([F:56])[C:53]([F:57])=[CH:52][C:51]=1[F:58])[CH2:45]C(O)=O)=[O:42])([CH3:39])([CH3:38])[CH3:37].C1C=CC2N(O)N=NC=2C=1.CCN(C(C)C)C(C)C. Product: [C:36]([O:40][C:41](=[O:42])[NH:43][CH:44]([CH2:49][C:50]1[CH:55]=[C:54]([F:56])[C:53]([F:57])=[CH:52][C:51]=1[F:58])[CH2:45][C:6]([N:8]1[CH2:17][C:16]2[N:12]([N:13]=[N:14][C:15]=2[C:18]2[CH:19]=[CH:20][C:21]([F:24])=[CH:22][CH:23]=2)[C:11]2[CH:25]=[CH:26][CH:27]=[CH:28][C:10]=2[CH2:9]1)=[O:7])([CH3:37])([CH3:38])[CH3:39]. The catalyst class is: 344.